This data is from Forward reaction prediction with 1.9M reactions from USPTO patents (1976-2016). The task is: Predict the product of the given reaction. (1) Given the reactants [N-:1]=[N+:2]=[N-:3].[Na+].[C:5]([O:9][C:10](=[O:27])[C:11]1[C:16]([NH:17][C:18]2[CH:23]=[CH:22][C:21]([Br:24])=[CH:20][C:19]=2[Cl:25])=[CH:15][C:14](Cl)=[N:13][CH:12]=1)([CH3:8])([CH3:7])[CH3:6], predict the reaction product. The product is: [C:5]([O:9][C:10](=[O:27])[C:11]1[C:16]([NH:17][C:18]2[CH:23]=[CH:22][C:21]([Br:24])=[CH:20][C:19]=2[Cl:25])=[CH:15][C:14]([N:1]=[N+:2]=[N-:3])=[N:13][CH:12]=1)([CH3:8])([CH3:6])[CH3:7]. (2) Given the reactants [CH3:1][NH:2][C:3]1[C:4]([NH2:12])=[CH:5][C:6]([N+:9]([O-:11])=[O:10])=[CH:7][CH:8]=1.[CH2:13]([N:21]=[C:22]=S)[CH2:14][C:15]1[CH:20]=[CH:19][CH:18]=[CH:17][CH:16]=1, predict the reaction product. The product is: [CH3:1][N:2]1[C:3]2[CH:8]=[CH:7][C:6]([N+:9]([O-:11])=[O:10])=[CH:5][C:4]=2[N:12]=[C:22]1[NH:21][CH2:13][CH2:14][C:15]1[CH:20]=[CH:19][CH:18]=[CH:17][CH:16]=1. (3) Given the reactants [CH3:1][N:2]1[C@@H:19]2[CH2:20][C:7]3[CH:8]=[CH:9][C:10]([O:22][CH3:23])=[C:11]4[O:12][C@H:13]5[C:14]([CH2:16][CH2:17][C@:18]2([OH:21])[C@:5]5([C:6]=34)[CH2:4][CH2:3]1)=[O:15].CN1[C@@H]2CC3C=CC(OC)=C4O[C@H]5C(OC)=CC=C2[C@]5(C=34)CC1.OO.C(O)(=O)C(O)=O, predict the reaction product. The product is: [CH3:1][N:2]1[C@@H:19]2[CH2:20][C:7]3[CH:8]=[CH:9][C:10]([O:22][CH3:23])=[C:11]4[O:12][CH:13]5[C:14]([CH:16]=[CH:17][C@:18]2([OH:21])[C@:5]5([C:6]=34)[CH2:4][CH2:3]1)=[O:15]. (4) Given the reactants C1C=CC2N(O)N=NC=2C=1.[F:11][C:12]1[CH:13]=[CH:14][C:15]([NH:18][NH2:19])=[N:16][CH:17]=1.[N:20]1([CH2:26][C:27]2[CH:35]=[CH:34][C:30]([C:31](O)=[O:32])=[CH:29][CH:28]=2)[CH2:25][CH2:24][O:23][CH2:22][CH2:21]1.C(Cl)CCl, predict the reaction product. The product is: [F:11][C:12]1[CH:13]=[CH:14][C:15]([NH:18][NH:19][C:31](=[O:32])[C:30]2[CH:29]=[CH:28][C:27]([CH2:26][N:20]3[CH2:21][CH2:22][O:23][CH2:24][CH2:25]3)=[CH:35][CH:34]=2)=[N:16][CH:17]=1. (5) The product is: [F:14][C:15]([F:27])([F:28])[C:16]1[CH:21]=[CH:20][C:19]([CH2:22][CH2:23][C:24]2[O:11][C:10]([C:8]3[CH:7]=[CH:6][C:5]4[NH:1][CH:2]=[N:3][C:4]=4[CH:9]=3)=[N:12][N:13]=2)=[CH:18][CH:17]=1. Given the reactants [N:1]1[C:5]2[CH:6]=[CH:7][C:8]([C:10]([NH:12][NH2:13])=[O:11])=[CH:9][C:4]=2[NH:3][CH:2]=1.[F:14][C:15]([F:28])([F:27])[C:16]1[CH:21]=[CH:20][C:19]([CH2:22][CH2:23][C:24](O)=O)=[CH:18][CH:17]=1, predict the reaction product. (6) Given the reactants [F:1][C:2]1[CH:7]=[C:6]([F:8])[CH:5]=[CH:4][C:3]=1[C:9](=O)[CH2:10][CH3:11].[NH:13]1[CH2:18][CH2:17][O:16][CH2:15][CH2:14]1, predict the reaction product. The product is: [F:1][C:2]1[CH:7]=[C:6]([F:8])[CH:5]=[CH:4][C:3]=1[C:9]([N:13]1[CH2:18][CH2:17][O:16][CH2:15][CH2:14]1)=[CH:10][CH3:11].